From a dataset of Full USPTO retrosynthesis dataset with 1.9M reactions from patents (1976-2016). Predict the reactants needed to synthesize the given product. Given the product [CH2:1]([O:8][C:9]([N:11]1[CH2:16][CH2:15][CH:14]([O:17][CH2:21][C:22]([O:24][CH2:25][CH3:26])=[O:23])[CH2:13][CH2:12]1)=[O:10])[C:2]1[CH:7]=[CH:6][CH:5]=[CH:4][CH:3]=1, predict the reactants needed to synthesize it. The reactants are: [CH2:1]([O:8][C:9]([N:11]1[CH2:16][CH2:15][CH:14]([OH:17])[CH2:13][CH2:12]1)=[O:10])[C:2]1[CH:7]=[CH:6][CH:5]=[CH:4][CH:3]=1.[H-].[Na+].Br[CH2:21][C:22]([O:24][CH2:25][CH3:26])=[O:23].